From a dataset of Merck oncology drug combination screen with 23,052 pairs across 39 cell lines. Regression. Given two drug SMILES strings and cell line genomic features, predict the synergy score measuring deviation from expected non-interaction effect. (1) Drug 1: COC12C(COC(N)=O)C3=C(C(=O)C(C)=C(N)C3=O)N1CC1NC12. Drug 2: O=C(O)C1(Cc2cccc(Nc3nccs3)n2)CCC(Oc2cccc(Cl)c2F)CC1. Cell line: NCIH2122. Synergy scores: synergy=-15.4. (2) Drug 1: CCC1(O)CC2CN(CCc3c([nH]c4ccccc34)C(C(=O)OC)(c3cc4c(cc3OC)N(C)C3C(O)(C(=O)OC)C(OC(C)=O)C5(CC)C=CCN6CCC43C65)C2)C1. Drug 2: CCN(CC)CCNC(=O)c1c(C)[nH]c(C=C2C(=O)Nc3ccc(F)cc32)c1C. Cell line: HT29. Synergy scores: synergy=-11.5. (3) Drug 1: O=S1(=O)NC2(CN1CC(F)(F)F)C1CCC2Cc2cc(C=CCN3CCC(C(F)(F)F)CC3)ccc2C1. Drug 2: C=CCn1c(=O)c2cnc(Nc3ccc(N4CCN(C)CC4)cc3)nc2n1-c1cccc(C(C)(C)O)n1. Cell line: NCIH23. Synergy scores: synergy=0.643. (4) Drug 1: Nc1ccn(C2OC(CO)C(O)C2(F)F)c(=O)n1. Drug 2: Cn1nnc2c(C(N)=O)ncn2c1=O. Cell line: NCIH1650. Synergy scores: synergy=-0.333. (5) Drug 1: CCN(CC)CCNC(=O)c1c(C)[nH]c(C=C2C(=O)Nc3ccc(F)cc32)c1C. Drug 2: CCc1cnn2c(NCc3ccc[n+]([O-])c3)cc(N3CCCCC3CCO)nc12. Cell line: ES2. Synergy scores: synergy=11.1.